From a dataset of Peptide-MHC class II binding affinity with 134,281 pairs from IEDB. Regression. Given a peptide amino acid sequence and an MHC pseudo amino acid sequence, predict their binding affinity value. This is MHC class II binding data. (1) The binding affinity (normalized) is 0.535. The MHC is DRB1_0101 with pseudo-sequence DRB1_0101. The peptide sequence is EKKYFAATEFEPLAA. (2) The peptide sequence is GTYRIHDGRGGAGGG. The MHC is DRB5_0101 with pseudo-sequence DRB5_0101. The binding affinity (normalized) is 0.314. (3) The peptide sequence is FDKFLANVSTVLTGK. The MHC is DRB1_1001 with pseudo-sequence DRB1_1001. The binding affinity (normalized) is 0.631. (4) The MHC is HLA-DQA10103-DQB10603 with pseudo-sequence HLA-DQA10103-DQB10603. The binding affinity (normalized) is 0. The peptide sequence is LSPREEPDDIDCWCY. (5) The peptide sequence is RLAVMGDVAWDFSSA. The MHC is DRB1_0901 with pseudo-sequence DRB1_0901. The binding affinity (normalized) is 0.305. (6) The peptide sequence is EAMSQANSAILMQR. The MHC is DRB1_0301 with pseudo-sequence DRB1_0301. The binding affinity (normalized) is 0. (7) The peptide sequence is MFFVKNPTDTGHGTVHHHHHH. The MHC is DRB1_0301 with pseudo-sequence DRB1_0301. The binding affinity (normalized) is 0.311. (8) The peptide sequence is AFKVAATAAKAAPAN. The MHC is HLA-DPA10201-DPB11401 with pseudo-sequence HLA-DPA10201-DPB11401. The binding affinity (normalized) is 0.909. (9) The peptide sequence is LGDISGINASVVNIQ. The MHC is DRB1_0101 with pseudo-sequence DRB1_0101. The binding affinity (normalized) is 0.459.